From a dataset of Full USPTO retrosynthesis dataset with 1.9M reactions from patents (1976-2016). Predict the reactants needed to synthesize the given product. (1) Given the product [CH3:18][Si:19]([CH3:26])([CH3:25])[CH2:20][CH2:21][O:22][CH2:23][N:1]([CH2:23][O:22][CH2:21][CH2:20][Si:19]([CH3:26])([CH3:25])[CH3:18])[S:2]([C:5]1[CH:6]=[C:7]([CH2:11][C:12]([O:14][CH3:15])=[O:13])[CH:8]=[CH:9][CH:10]=1)(=[O:3])=[O:4], predict the reactants needed to synthesize it. The reactants are: [NH2:1][S:2]([C:5]1[CH:6]=[C:7]([CH2:11][C:12]([O:14][CH3:15])=[O:13])[CH:8]=[CH:9][CH:10]=1)(=[O:4])=[O:3].[H-].[Na+].[CH3:18][Si:19]([CH3:26])([CH3:25])[CH2:20][CH2:21][O:22][CH2:23]Cl. (2) Given the product [CH3:22][O:19][C:17]1[CH:1]=[CH:2][C:10]([CH:9]=[O:21])=[CH:11][CH:16]=1, predict the reactants needed to synthesize it. The reactants are: [CH2:1]1N2CCN(CC2)[CH2:2]1.[C:9]([OH:21])(=O)[CH2:10][C:11]([CH2:16][C:17]([OH:19])=O)(C(O)=O)O.[CH3:22]C(C)=O.CC#N. (3) Given the product [ClH:36].[CH3:12][CH:10]([O:9][C:8]1[CH:7]=[CH:6][C:5]([C:13]2[O:17][N:16]=[C:15]([C:18]3[CH:35]=[CH:34][C:21]4[CH2:22][CH2:23][NH:24][CH2:25][CH2:26][C:20]=4[CH:19]=3)[N:14]=2)=[CH:4][C:3]=1[C:1]#[N:2])[CH3:11], predict the reactants needed to synthesize it. The reactants are: [C:1]([C:3]1[CH:4]=[C:5]([C:13]2[O:17][N:16]=[C:15]([C:18]3[CH:35]=[CH:34][C:21]4[CH2:22][CH2:23][N:24](C(OC(C)(C)C)=O)[CH2:25][CH2:26][C:20]=4[CH:19]=3)[N:14]=2)[CH:6]=[CH:7][C:8]=1[O:9][CH:10]([CH3:12])[CH3:11])#[N:2].[ClH:36].O1CCOCC1.C(OCC)C. (4) Given the product [CH:8]1[CH:9]=[C:4]2[C:3]([CH2:10][S:11]([Cl:17])(=[O:14])=[O:12])=[N:2][O:1][C:5]2=[CH:6][CH:7]=1, predict the reactants needed to synthesize it. The reactants are: [O:1]1[C:5]2[CH:6]=[CH:7][CH:8]=[CH:9][C:4]=2[C:3]([CH2:10][S:11]([OH:14])(=O)=[O:12])=[N:2]1.P(Cl)(Cl)([Cl:17])=O.